The task is: Predict the reactants needed to synthesize the given product.. This data is from Full USPTO retrosynthesis dataset with 1.9M reactions from patents (1976-2016). (1) The reactants are: [CH2:1]([C:3]1[N:4]=[C:5]([CH2:27][CH2:28][CH3:29])[N:6]([CH2:12][C:13]2[CH:18]=[CH:17][C:16]([C:19]3[C:20]([C:25]#[N:26])=[CH:21][CH:22]=[CH:23][CH:24]=3)=[CH:15][CH:14]=2)[C:7](=[O:11])[C:8]=1[CH:9]=[O:10])[CH3:2].P([O-])(O)(O)=[O:31].[Na+].CC(=CC)C.Cl([O-])=O.[Na+]. Given the product [C:25]([C:20]1[CH:21]=[CH:22][CH:23]=[CH:24][C:19]=1[C:16]1[CH:17]=[CH:18][C:13]([CH2:12][N:6]2[C:7](=[O:11])[C:8]([C:9]([OH:31])=[O:10])=[C:3]([CH2:1][CH3:2])[N:4]=[C:5]2[CH2:27][CH2:28][CH3:29])=[CH:14][CH:15]=1)#[N:26], predict the reactants needed to synthesize it. (2) Given the product [Cl:1][C:2]1[CH:3]=[C:4]([CH:22]=[CH:23][CH:24]=1)[CH2:5][C:6]1[CH:10]=[C:9]([CH:11]2[O:15][CH2:14][CH2:13][O:12]2)[S:8][C:7]=1[CH:16]([OH:21])[CH2:17][CH2:18][CH2:19][OH:20], predict the reactants needed to synthesize it. The reactants are: [Cl:1][C:2]1[CH:3]=[C:4]([CH:22]=[CH:23][CH:24]=1)[CH2:5][C:6]1[CH:10]=[C:9]([CH:11]2[O:15][CH2:14][CH2:13][O:12]2)[S:8][C:7]=1[C:16](=[O:21])[CH2:17][CH2:18][CH2:19][OH:20].[BH4-].[Na+]. (3) The reactants are: [Br:1][C:2]1[CH:3]=[N:4][CH:5]=[CH:6][CH:7]=1.[C:8]1(=[O:13])[CH2:12][CH2:11][CH2:10][CH2:9]1.[Li]CCCC.C(N(C(C)C)CC)(C)C. Given the product [Br:1][C:2]1[CH:3]=[N:4][CH:5]=[CH:6][C:7]=1[C:8]1([OH:13])[CH2:12][CH2:11][CH2:10][CH2:9]1, predict the reactants needed to synthesize it. (4) Given the product [CH2:1]([C:5]12[CH2:17][CH2:16]/[C:15](=[N:22]\[OH:23])/[C:14]([CH3:19])=[C:13]1[C:12]1[C:7](=[CH:8][C:9]([OH:20])=[CH:10][CH:11]=1)[CH2:6]2)[CH2:2][CH2:3][CH3:4], predict the reactants needed to synthesize it. The reactants are: [CH2:1]([C:5]12[CH2:17][CH2:16][C:15](=O)[C:14]([CH3:19])=[C:13]1[C:12]1[C:7](=[CH:8][C:9]([OH:20])=[CH:10][CH:11]=1)[CH2:6]2)[CH2:2][CH2:3][CH3:4].Cl.[NH2:22][OH:23]. (5) Given the product [NH2:19][CH2:18][CH2:17][CH2:16][N:15]([CH2:38][C:39]1[CH:44]=[CH:43][CH:42]=[CH:41][CH:40]=1)[C@@H:12]([C:8]1[N:7]([NH:30][C:31]2[CH:32]=[CH:33][CH:34]=[CH:35][CH:36]=2)[C:6](=[O:37])[C:5]2[C:10](=[CH:11][C:2]([Cl:1])=[CH:3][CH:4]=2)[N:9]=1)[CH2:13][CH3:14], predict the reactants needed to synthesize it. The reactants are: [Cl:1][C:2]1[CH:11]=[C:10]2[C:5]([C:6](=[O:37])[N:7]([NH:30][C:31]3[CH:36]=[CH:35][CH:34]=[CH:33][CH:32]=3)[C:8]([C@H:12]([NH:15][CH2:16][CH2:17][CH2:18][N:19]3C(=O)C4C(=CC=CC=4)C3=O)[CH2:13][CH3:14])=[N:9]2)=[CH:4][CH:3]=1.[CH:38](=O)[C:39]1[CH:44]=[CH:43][CH:42]=[CH:41][CH:40]=1. (6) Given the product [S:5]([OH:10])([OH:8])(=[O:7])=[O:6].[CH3:9][O:3][C:2](=[NH:4])[NH2:1].[CH3:12][O:3][C:2](=[NH:4])[NH2:1], predict the reactants needed to synthesize it. The reactants are: [NH2:1][C:2]([NH2:4])=[O:3].[S:5]([O:10]C)([O:8][CH3:9])(=[O:7])=[O:6].[CH3:12]C(C)=O. (7) Given the product [F:14][C:15]1[CH:20]=[CH:19][C:18]([C:2]2[CH:10]=[CH:9][C:5]([C:6]([OH:8])=[O:7])=[C:4]([N+:11]([O-:13])=[O:12])[CH:3]=2)=[CH:17][CH:16]=1, predict the reactants needed to synthesize it. The reactants are: Br[C:2]1[CH:10]=[CH:9][C:5]([C:6]([OH:8])=[O:7])=[C:4]([N+:11]([O-:13])=[O:12])[CH:3]=1.[F:14][C:15]1[CH:20]=[CH:19][C:18](OB(O)O)=[CH:17][CH:16]=1.